From a dataset of Forward reaction prediction with 1.9M reactions from USPTO patents (1976-2016). Predict the product of the given reaction. Given the reactants N([O-])=O.[Na+].N[C@@H:6]([CH2:10][CH:11]1[CH2:16][CH2:15][CH2:14][CH2:13][CH2:12]1)[C:7]([OH:9])=[O:8].[Br-:17].[K+].S(=O)(=O)(O)O, predict the reaction product. The product is: [Br:17][C@@H:6]([CH2:10][CH:11]1[CH2:16][CH2:15][CH2:14][CH2:13][CH2:12]1)[C:7]([OH:9])=[O:8].